This data is from Catalyst prediction with 721,799 reactions and 888 catalyst types from USPTO. The task is: Predict which catalyst facilitates the given reaction. (1) Reactant: [NH2:1][C:2]1[CH:32]=[CH:31][C:5]([CH2:6][N:7]2[CH2:12][CH2:11][CH:10]([N:13]3[C@H:17]([C:18]4[CH:23]=[CH:22][CH:21]=[CH:20][CH:19]=4)[CH2:16][N:15]([CH:24]4[CH2:29][CH2:28][O:27][CH2:26][CH2:25]4)[C:14]3=[O:30])[CH2:9][CH2:8]2)=[CH:4][CH:3]=1.[CH2:33]([N:40]=[C:41]=[O:42])[C:34]1[CH:39]=[CH:38][CH:37]=[CH:36][CH:35]=1. Product: [CH2:33]([NH:40][C:41]([NH:1][C:2]1[CH:3]=[CH:4][C:5]([CH2:6][N:7]2[CH2:8][CH2:9][CH:10]([N:13]3[C@H:17]([C:18]4[CH:23]=[CH:22][CH:21]=[CH:20][CH:19]=4)[CH2:16][N:15]([CH:24]4[CH2:29][CH2:28][O:27][CH2:26][CH2:25]4)[C:14]3=[O:30])[CH2:11][CH2:12]2)=[CH:31][CH:32]=1)=[O:42])[C:34]1[CH:39]=[CH:38][CH:37]=[CH:36][CH:35]=1. The catalyst class is: 32. (2) Reactant: [C:1]([C:3]1[CH:8]=[CH:7][C:6](/[CH:9]=[CH:10]/[C:11]([NH:13][CH:14]([C:19]2[CH:24]=[CH:23][CH:22]=[C:21]([C:25]([F:28])([F:27])[F:26])[CH:20]=2)[C:15]([F:18])([F:17])[F:16])=[O:12])=[CH:5][CH:4]=1)#[N:2].[H-].[Na+].[CH3:31]I. Product: [C:1]([C:3]1[CH:8]=[CH:7][C:6](/[CH:9]=[CH:10]/[C:11]([N:13]([CH3:31])[CH:14]([C:19]2[CH:24]=[CH:23][CH:22]=[C:21]([C:25]([F:26])([F:27])[F:28])[CH:20]=2)[C:15]([F:16])([F:17])[F:18])=[O:12])=[CH:5][CH:4]=1)#[N:2]. The catalyst class is: 42. (3) Reactant: [Cl:1][C:2]1[CH:10]=[CH:9][C:8](F)=[CH:7][C:3]=1[C:4]([NH2:6])=[O:5].C(=O)([O-])[O-].[K+].[K+].[NH:18]1[CH:22]=[N:21][CH:20]=[N:19]1. Product: [Cl:1][C:2]1[CH:10]=[CH:9][C:8]([N:18]2[CH:22]=[N:21][CH:20]=[N:19]2)=[CH:7][C:3]=1[C:4]([NH2:6])=[O:5]. The catalyst class is: 58. (4) Reactant: [Cl:1][C:2]1[N:7]=[CH:6][C:5]([O:8][C:9]2[CH:16]=[CH:15][C:14]([CH:17]=[O:18])=[CH:13][C:10]=2[C:11]#[N:12])=[CH:4][CH:3]=1.[BH4-].[Na+]. Product: [Cl:1][C:2]1[N:7]=[CH:6][C:5]([O:8][C:9]2[CH:16]=[CH:15][C:14]([CH2:17][OH:18])=[CH:13][C:10]=2[C:11]#[N:12])=[CH:4][CH:3]=1. The catalyst class is: 5. (5) Reactant: Br[C:2]1[CH:3]=[C:4]([NH2:9])[C:5]([Cl:8])=[N:6][CH:7]=1.CC1(C)C(C)(C)OB([C:18]2[CH:30]=[CH:29][C:21]3[N:22]=[C:23]([NH:25][C:26](=[O:28])[CH3:27])[S:24][C:20]=3[CH:19]=2)O1.C(=O)([O-])[O-].[K+].[K+].O. Product: [NH2:9][C:4]1[CH:3]=[C:2]([C:18]2[CH:30]=[CH:29][C:21]3[N:22]=[C:23]([NH:25][C:26](=[O:28])[CH3:27])[S:24][C:20]=3[CH:19]=2)[CH:7]=[N:6][C:5]=1[Cl:8]. The catalyst class is: 77. (6) Reactant: [NH2:1][C:2]1[N:7]=[CH:6][C:5]([N+:8]([O-])=O)=[CH:4][N:3]=1.C(N(CC)CC)C.[C:18](Cl)(=[O:25])[C:19]1[CH:24]=[CH:23][CH:22]=[CH:21][CH:20]=1. Product: [NH2:8][C:5]1[CH:4]=[N:3][C:2]([NH:1][C:18](=[O:25])[C:19]2[CH:24]=[CH:23][CH:22]=[CH:21][CH:20]=2)=[N:7][CH:6]=1. The catalyst class is: 2. (7) Reactant: [Br:1][C:2]1[CH:7]=[CH:6][C:5]([CH3:8])=[CH:4][N:3]=1.[Br:9]N1C(=O)CCC1=O. Product: [Br:1][C:2]1[CH:7]=[CH:6][C:5]([CH2:8][Br:9])=[CH:4][N:3]=1. The catalyst class is: 855. (8) Reactant: [OH:1][C@@H:2]([C@@H:9]([NH:14][C:15]([C@H:17]1[O:19][C@@H:18]1[C:20]([O:22][CH2:23][CH3:24])=[O:21])=[O:16])[CH2:10][CH:11]([CH3:13])[CH3:12])[C:3]1[CH:8]=[CH:7][CH:6]=[CH:5][CH:4]=1.[C:25](OC(=O)C)(=[O:27])[CH3:26]. Product: [C:25]([O:1][C@@H:2]([C@@H:9]([NH:14][C:15]([C@H:17]1[O:19][C@@H:18]1[C:20]([O:22][CH2:23][CH3:24])=[O:21])=[O:16])[CH2:10][CH:11]([CH3:12])[CH3:13])[C:3]1[CH:4]=[CH:5][CH:6]=[CH:7][CH:8]=1)(=[O:27])[CH3:26]. The catalyst class is: 17.